Dataset: Full USPTO retrosynthesis dataset with 1.9M reactions from patents (1976-2016). Task: Predict the reactants needed to synthesize the given product. (1) The reactants are: [N+](=[C:3]([C:8]1[CH:13]=[CH:12][CH:11]=[CH:10][CH:9]=1)[C:4]([O:6][CH3:7])=[O:5])=[N-].[CH:14](/[C:18]1[CH:23]=[CH:22][CH:21]=[CH:20][CH:19]=1)=[CH:15]\[CH:16]=[CH2:17].C(Cl)(Cl)Cl.CO. Given the product [C:8]1([C@@:3]2([C:4]([O:6][CH3:7])=[O:5])[CH2:17][C@H:16]2/[CH:15]=[CH:14]/[C:18]2[CH:23]=[CH:22][CH:21]=[CH:20][CH:19]=2)[CH:13]=[CH:12][CH:11]=[CH:10][CH:9]=1, predict the reactants needed to synthesize it. (2) The reactants are: [CH2:1]([S:3][C:4]1[CH:9]=[CH:8][CH:7]=[CH:6][C:5]=1[C:10]1[NH:22][C:13]2=[N:14][CH:15]=[C:16]([C:18]([F:21])([F:20])[F:19])[CH:17]=[C:12]2[N:11]=1)[CH3:2].CN(C=O)C.[H-].[Na+].[CH3:30][O:31][CH2:32]Cl. Given the product [CH3:30][O:31][CH2:32][N:22]1[C:13]2=[N:14][CH:15]=[C:16]([C:18]([F:21])([F:19])[F:20])[CH:17]=[C:12]2[N:11]=[C:10]1[C:5]1[CH:6]=[CH:7][CH:8]=[CH:9][C:4]=1[S:3][CH2:1][CH3:2], predict the reactants needed to synthesize it. (3) Given the product [CH2:1]([O:8][C@@H:9]([C@@H:24]([N:34]([CH2:42][C:43]1[CH:44]=[CH:45][CH:46]=[CH:47][CH:48]=1)[CH2:35][C:36]1[CH:37]=[CH:38][CH:39]=[CH:40][CH:41]=1)[CH2:25][C:26]1[CH:31]=[C:30]([F:32])[CH:29]=[C:28]([F:33])[CH:27]=1)[C@H:10]([N:13]([C:58]([O:60][C:61]([CH3:64])([CH3:63])[CH3:62])=[O:59])[CH2:14][C@@H:15]([OH:23])[CH2:16][O:17][C:18](=[O:22])[CH2:19][CH2:20][CH3:21])[CH2:11][OH:12])[C:2]1[CH:7]=[CH:6][CH:5]=[CH:4][CH:3]=1, predict the reactants needed to synthesize it. The reactants are: [CH2:1]([O:8][C@@H:9]([C@@H:24]([N:34]([CH2:42][C:43]1[CH:48]=[CH:47][CH:46]=[CH:45][CH:44]=1)[CH2:35][C:36]1[CH:41]=[CH:40][CH:39]=[CH:38][CH:37]=1)[CH2:25][C:26]1[CH:31]=[C:30]([F:32])[CH:29]=[C:28]([F:33])[CH:27]=1)[C@H:10]([NH:13][CH2:14][C@@H:15]([OH:23])[CH2:16][O:17][C:18](=[O:22])[CH2:19][CH2:20][CH3:21])[CH2:11][OH:12])[C:2]1[CH:7]=[CH:6][CH:5]=[CH:4][CH:3]=1.C(N(C(C)C)CC)(C)C.[C:58](O[C:58]([O:60][C:61]([CH3:64])([CH3:63])[CH3:62])=[O:59])([O:60][C:61]([CH3:64])([CH3:63])[CH3:62])=[O:59].